This data is from Reaction yield outcomes from USPTO patents with 853,638 reactions. The task is: Predict the reaction yield, written as a fraction of the theoretical maximum amount of product (1.0 means a 100% yield; for example, 0.34 means a 34% yield). (1) The reactants are [CH2:1]([C:4]1([S:7]([NH:10][C:11]2C(OC)=C[C:14]([F:19])=[C:13]([F:20])[C:12]=2[NH:21][C:22]2[CH:27]=[CH:26][C:25]([I:28])=[CH:24][C:23]=2[F:29])(=[O:9])=[O:8])[CH2:6][CH2:5]1)C=C.C[N+]1([O-])[CH2:36][CH2:35][O:34]CC1.[C:38]([O:41][CH2:42][CH3:43])(=O)C.C1C[O:47]CC1. The catalyst is O.[Os](=O)(=O)(=O)=O. The product is [F:20][C:13]1[C:12]([NH:21][C:22]2[CH:27]=[CH:26][C:25]([I:28])=[CH:24][C:23]=2[F:29])=[C:11]([NH:10][S:7]([C:4]2([CH2:1][CH:36]([OH:47])[CH2:35][OH:34])[CH2:5][CH2:6]2)(=[O:8])=[O:9])[C:42]([O:41][CH3:38])=[CH:43][C:14]=1[F:19]. The yield is 0.780. (2) The reactants are [Br:1][C:2]1[CH:3]=[C:4]([CH:7]=[C:8]([N+:11]([O-])=O)[C:9]=1[OH:10])[C:5]#[N:6].C.NN. The yield is 0.550. The product is [NH2:11][C:8]1[CH:7]=[C:4]([CH:3]=[C:2]([Br:1])[C:9]=1[OH:10])[C:5]#[N:6]. The catalyst is CO.[Fe](Cl)(Cl)Cl.